From a dataset of Reaction yield outcomes from USPTO patents with 853,638 reactions. Predict the reaction yield, written as a fraction of the theoretical maximum amount of product (1.0 means a 100% yield; for example, 0.34 means a 34% yield). (1) The reactants are [CH:1]12[CH2:7][CH:4]([CH2:5][CH2:6]1)[CH2:3][CH:2]2[CH2:8][C:9]([OH:11])=O.C(N(CC)C(C)C)(C)C.[F:21][C:22]1[CH:27]=[C:26]([F:28])[CH:25]=[C:24]([N:29]2[CH2:34][CH2:33][O:32][CH2:31][CH2:30]2)[C:23]=1[NH2:35].C(OCC)(=O)C. The catalyst is CN(C)C=O. The product is [CH:1]12[CH2:7][CH:4]([CH2:5][CH2:6]1)[CH2:3][CH:2]2[CH2:8][C:9]([NH:35][C:23]1[C:24]([N:29]2[CH2:34][CH2:33][O:32][CH2:31][CH2:30]2)=[CH:25][C:26]([F:28])=[CH:27][C:22]=1[F:21])=[O:11]. The yield is 0.510. (2) The reactants are [Br:1][CH2:2][CH2:3][CH2:4][CH2:5][CH2:6][C:7]([OH:9])=[O:8].[C:10]1([P:16]([C:23]2[CH:28]=[CH:27][CH:26]=[CH:25][CH:24]=2)[C:17]2[CH:22]=[CH:21][CH:20]=[CH:19][CH:18]=2)[CH:15]=[CH:14][CH:13]=[CH:12][CH:11]=1.[C:29](#N)C. No catalyst specified. The product is [Br-:1].[C:7]([CH2:6][CH2:5][CH2:4][CH2:3][CH2:2][CH2:29][P+:16]([C:10]1[CH:11]=[CH:12][CH:13]=[CH:14][CH:15]=1)([C:17]1[CH:22]=[CH:21][CH:20]=[CH:19][CH:18]=1)[C:23]1[CH:24]=[CH:25][CH:26]=[CH:27][CH:28]=1)([OH:9])=[O:8]. The yield is 0.860. (3) The reactants are [CH3:1][O:2][C:3]1[C:8]([O:9][CH3:10])=[C:7]([O:11][CH3:12])[CH:6]=[C:5]([CH3:13])[C:4]=1[CH:14]([C:16]1[C:21]([C:22]([F:25])([F:24])[F:23])=[CH:20][N:19]=[C:18](Cl)[C:17]=1[Cl:27])[OH:15].C(N(CC)CC)C. The catalyst is [C].[Pd].CO. The product is [CH3:1][O:2][C:3]1[C:8]([O:9][CH3:10])=[C:7]([O:11][CH3:12])[CH:6]=[C:5]([CH3:13])[C:4]=1[CH:14]([C:16]1[C:21]([C:22]([F:25])([F:24])[F:23])=[CH:20][N:19]=[CH:18][C:17]=1[Cl:27])[OH:15]. The yield is 0.700. (4) The reactants are [OH:1][CH2:2][CH2:3][C:4]1[CH:5]=[C:6]([OH:10])[CH:7]=[CH:8][CH:9]=1.Br[CH2:12][C:13]1[CH:22]=[CH:21][CH:20]=[CH:19][C:14]=1[C:15]([O:17][CH3:18])=[O:16].C(=O)([O-])[O-].[K+].[K+].C(O)C(N)(CO)CO. The catalyst is C(#N)C. The product is [OH:1][CH2:2][CH2:3][C:4]1[CH:5]=[C:6]([CH:7]=[CH:8][CH:9]=1)[O:10][CH2:12][C:13]1[CH:22]=[CH:21][CH:20]=[CH:19][C:14]=1[C:15]([O:17][CH3:18])=[O:16]. The yield is 0.900. (5) The reactants are [Br:1][C:2]1[CH:7]=[CH:6][C:5]([CH:8]2[S:14][CH2:13][C:12](=O)[NH:11][C:10]3[N:16]([CH3:25])[N:17]=[C:18]([C:19]4[CH:24]=[CH:23][CH:22]=[CH:21][N:20]=4)[C:9]2=3)=[C:4]([Cl:26])[CH:3]=1.B.C1COCC1.Cl.[OH-].[Na+]. The catalyst is C1COCC1.C(OCC)(=O)C. The product is [Br:1][C:2]1[CH:7]=[CH:6][C:5]([CH:8]2[S:14][CH2:13][CH2:12][NH:11][C:10]3[N:16]([CH3:25])[N:17]=[C:18]([C:19]4[CH:24]=[CH:23][CH:22]=[CH:21][N:20]=4)[C:9]2=3)=[C:4]([Cl:26])[CH:3]=1. The yield is 0.860. (6) The reactants are [NH2:1][C:2]1[C:3]([C:10]([O:12]C)=O)=[N:4][C:5]([Br:9])=[C:6]([F:8])[CH:7]=1.[NH3:14]. No catalyst specified. The product is [NH2:1][C:2]1[C:3]([C:10]([NH2:14])=[O:12])=[N:4][C:5]([Br:9])=[C:6]([F:8])[CH:7]=1. The yield is 0.950.